From a dataset of Forward reaction prediction with 1.9M reactions from USPTO patents (1976-2016). Predict the product of the given reaction. (1) The product is: [Br:1][C:2]1[CH:7]=[N:6][CH:5]=[C:4]([O:8][CH:24]2[CH2:25][CH2:26][CH2:27][CH2:22]2)[CH:3]=1. Given the reactants [Br:1][C:2]1[CH:3]=[C:4]([OH:8])[CH:5]=[N:6][CH:7]=1.[C:26]1(P([C:22]2[CH:27]=[CH:26][CH:25]=[CH:24]C=2)[C:26]2[CH:27]=[CH:22]C=[CH:24][CH:25]=2)[CH:27]=[CH:22]C=[CH:24][CH:25]=1.C1(O)CCCC1.N(C(OCC)=O)=NC(OCC)=O, predict the reaction product. (2) Given the reactants [CH3:1][N:2]([N:27]=O)[C:3]1[CH:8]=[C:7]([C:9]2[CH2:13][C:12]([C:18]3[CH:23]=[C:22]([Cl:24])[CH:21]=[C:20]([Cl:25])[CH:19]=3)([C:14]([F:17])([F:16])[F:15])[O:11][N:10]=2)[CH:6]=[CH:5][C:4]=1[Cl:26].C(O)C.O.C(O)(=O)C, predict the reaction product. The product is: [CH3:1][N:2]([C:3]1[CH:8]=[C:7]([C:9]2[CH2:13][C:12]([C:18]3[CH:19]=[C:20]([Cl:25])[CH:21]=[C:22]([Cl:24])[CH:23]=3)([C:14]([F:17])([F:15])[F:16])[O:11][N:10]=2)[CH:6]=[CH:5][C:4]=1[Cl:26])[NH2:27]. (3) Given the reactants [CH3:1][C:2]1[C:6]([CH3:7])=[C:5]([NH:8][C:9](=[O:16])OCC(Cl)(Cl)Cl)[O:4][N:3]=1.[F:17][C:18]1[CH:23]=[C:22]([F:24])[CH:21]=[CH:20][C:19]=1[C:25]1[N:26]=[C:27]([N:30]2[CH2:35][CH2:34][NH:33][CH2:32][CH2:31]2)[S:28][CH:29]=1.C(N(C(C)C)CC)(C)C.O, predict the reaction product. The product is: [F:17][C:18]1[CH:23]=[C:22]([F:24])[CH:21]=[CH:20][C:19]=1[C:25]1[N:26]=[C:27]([N:30]2[CH2:31][CH2:32][N:33]([C:9]([NH:8][C:5]3[O:4][N:3]=[C:2]([CH3:1])[C:6]=3[CH3:7])=[O:16])[CH2:34][CH2:35]2)[S:28][CH:29]=1. (4) Given the reactants [CH2:1]([C:5]1[C:6]([CH3:18])=[N:7][C:8]([Cl:17])=[N:9][C:10]=1[C:11]1[CH:16]=[CH:15][CH:14]=[CH:13][CH:12]=1)[CH2:2][CH2:3][CH3:4].[Br:19]Br, predict the reaction product. The product is: [Br:19][CH2:18][C:6]1[C:5]([CH2:1][CH2:2][CH2:3][CH3:4])=[C:10]([C:11]2[CH:12]=[CH:13][CH:14]=[CH:15][CH:16]=2)[N:9]=[C:8]([Cl:17])[N:7]=1. (5) Given the reactants [CH3:1][C:2]1[CH:14]=[C:13]([S:15][CH2:16][C:17]2[S:21][C:20]([C:22]3[CH:27]=[CH:26][C:25]([C:28]([F:31])([F:30])[F:29])=[C:24]([F:32])[CH:23]=3)=[N:19][C:18]=2[CH3:33])[CH:12]=[CH:11][C:3]=1[O:4][CH2:5][C:6]([O:8]CC)=[O:7].[Li+].[OH-].O.Cl, predict the reaction product. The product is: [CH3:1][C:2]1[CH:14]=[C:13]([S:15][CH2:16][C:17]2[S:21][C:20]([C:22]3[CH:27]=[CH:26][C:25]([C:28]([F:31])([F:29])[F:30])=[C:24]([F:32])[CH:23]=3)=[N:19][C:18]=2[CH3:33])[CH:12]=[CH:11][C:3]=1[O:4][CH2:5][C:6]([OH:8])=[O:7].